Dataset: Blood-brain barrier permeability classification from the B3DB database. Task: Regression/Classification. Given a drug SMILES string, predict its absorption, distribution, metabolism, or excretion properties. Task type varies by dataset: regression for continuous measurements (e.g., permeability, clearance, half-life) or binary classification for categorical outcomes (e.g., BBB penetration, CYP inhibition). Dataset: b3db_classification. The drug is Cc1ccc(S[C@@H](C)C(=O)N[C@@H]2CC(C)(C)Oc3ccc(C)cc32)cc1. The result is 1 (penetrates BBB).